From a dataset of Forward reaction prediction with 1.9M reactions from USPTO patents (1976-2016). Predict the product of the given reaction. Given the reactants Br[CH2:2][C:3]([C:5]1[CH:10]=[CH:9][CH:8]=[CH:7][N:6]=1)=O.[F:11][C:12]([F:24])([F:23])[C:13]1[CH:18]=[CH:17][N:16]=[C:15]([NH:19][C:20]([NH2:22])=[S:21])[N:14]=1, predict the reaction product. The product is: [N:6]1[CH:7]=[CH:8][CH:9]=[CH:10][C:5]=1[C:3]1[N:22]=[C:20]([NH:19][C:15]2[N:14]=[C:13]([C:12]([F:11])([F:24])[F:23])[CH:18]=[CH:17][N:16]=2)[S:21][CH:2]=1.